This data is from Forward reaction prediction with 1.9M reactions from USPTO patents (1976-2016). The task is: Predict the product of the given reaction. (1) Given the reactants [I:1][C:2]1[CH:3]=[C:4]2[C:9](=[CH:10][CH:11]=1)[N:8]=[C:7]([C:12]1[CH:17]=[N:16][CH:15]=[CH:14][N:13]=1)[NH:6][C:5]2=O.F[P-](F)(F)(F)(F)F.[N:26]1(O[P+](N(C)C)(N(C)C)N(C)C)[C:30]2C=CC=CC=2N=N1.N12CCCN=C1CCCCC2.CN.C1COCC1, predict the reaction product. The product is: [I:1][C:2]1[CH:3]=[C:4]2[C:9](=[CH:10][CH:11]=1)[N:8]=[C:7]([C:12]1[CH:17]=[N:16][CH:15]=[CH:14][N:13]=1)[N:6]=[C:5]2[NH:26][CH3:30]. (2) Given the reactants C(OC([N:8]1[CH2:12][CH2:11][CH2:10][CH:9]1[CH2:13][C:14]1[O:18][N:17]=[C:16]([C:19]2[CH:24]=[CH:23][C:22]([F:25])=[CH:21][CH:20]=2)[N:15]=1)=O)(C)(C)C.[ClH:26], predict the reaction product. The product is: [ClH:26].[F:25][C:22]1[CH:23]=[CH:24][C:19]([C:16]2[N:15]=[C:14]([CH2:13][CH:9]3[CH2:10][CH2:11][CH2:12][NH:8]3)[O:18][N:17]=2)=[CH:20][CH:21]=1. (3) Given the reactants [Br:1][C:2]1[CH:7]=[CH:6][C:5]([C:8](=O)[CH2:9][CH2:10][CH2:11]Cl)=[CH:4][CH:3]=1.[N-:14]=[N+]=[N-].[Na+].[I-].[Na+].C1(P(C2C=CC=CC=2)C2C=CC=CC=2)C=CC=CC=1, predict the reaction product. The product is: [Br:1][C:2]1[CH:7]=[CH:6][C:5]([C:8]2[CH2:9][CH2:10][CH2:11][N:14]=2)=[CH:4][CH:3]=1.